From a dataset of Forward reaction prediction with 1.9M reactions from USPTO patents (1976-2016). Predict the product of the given reaction. (1) Given the reactants Cl[C:2]1[N:23]=[C:5]2[C:6]([NH:10][C:11]3[C:12]([N:17]([CH3:22])[S:18]([CH3:21])(=[O:20])=[O:19])=[N:13][CH:14]=[CH:15][CH:16]=3)=[CH:7][CH:8]=[CH:9][N:4]2[N:3]=1.[CH3:24][N:25]1[CH2:30][CH2:29][N:28]([C:31]2[CH:32]=[C:33]([CH:35]=[CH:36][CH:37]=2)[NH2:34])[CH2:27][CH2:26]1.C1(P(C2CCCCC2)C2C=CC=CC=2C2C=CC=CC=2P(C2CCCCC2)C2CCCCC2)CCCCC1, predict the reaction product. The product is: [CH3:22][N:17]([C:12]1[C:11]([NH:10][C:6]2[C:5]3[N:4]([N:3]=[C:2]([NH:34][C:33]4[CH:35]=[CH:36][CH:37]=[C:31]([N:28]5[CH2:27][CH2:26][N:25]([CH3:24])[CH2:30][CH2:29]5)[CH:32]=4)[N:23]=3)[CH:9]=[CH:8][CH:7]=2)=[CH:16][CH:15]=[CH:14][N:13]=1)[S:18]([CH3:21])(=[O:20])=[O:19]. (2) Given the reactants [C:1]([C:5]1[N:10]=[C:9]([N:11]2[CH2:16][CH2:15][N:14]([CH2:17][CH2:18][CH2:19][CH2:20][NH2:21])[CH2:13][CH2:12]2)[CH:8]=[C:7]([C:22]([F:25])([F:24])[F:23])[N:6]=1)([CH3:4])([CH3:3])[CH3:2].C1N=CN([C:31]([N:33]2[CH:37]=N[CH:35]=[CH:34]2)=[O:32])C=1.Cl.[C:39]1([CH:45]2[CH2:51]CCNC[CH2:46]2)[CH:44]=[CH:43][CH:42]=[CH:41][CH:40]=1, predict the reaction product. The product is: [C:1]([C:5]1[N:10]=[C:9]([N:11]2[CH2:16][CH2:15][N:14]([CH2:17][CH2:18][CH2:19][CH2:20][NH:21][C:31]([N:33]3[CH2:34][CH2:35][CH2:51][CH:45]([C:39]4[CH:44]=[CH:43][CH:42]=[CH:41][CH:40]=4)[CH2:46][CH2:37]3)=[O:32])[CH2:13][CH2:12]2)[CH:8]=[C:7]([C:22]([F:24])([F:25])[F:23])[N:6]=1)([CH3:4])([CH3:2])[CH3:3]. (3) The product is: [C:38]([C@@:15]1([OH:25])[C@@H:14]([CH2:26][N:27]2[C:31](=[O:32])[C:30]3=[CH:33][CH:34]=[CH:35][CH:36]=[C:29]3[C:28]2=[O:37])[O:13][C@@H:5]([S:6][C:7]2[CH:8]=[CH:9][CH:10]=[CH:11][CH:12]=2)[C@H:4]([N:1]=[N+:2]=[N-:3])[C@H:16]1[O:17][CH2:18][C:19]1[CH:20]=[CH:21][CH:22]=[CH:23][CH:24]=1)(=[O:40])[CH3:39]. Given the reactants [N:1]([C@@H:4]1[C@@H:16]([O:17][CH2:18][C:19]2[CH:24]=[CH:23][CH:22]=[CH:21][CH:20]=2)[C@H:15]([OH:25])[C@@H:14]([CH2:26][N:27]2[C:31](=[O:32])[C:30]3=[CH:33][CH:34]=[CH:35][CH:36]=[C:29]3[C:28]2=[O:37])[O:13][C@H:5]1[S:6][C:7]1[CH:12]=[CH:11][CH:10]=[CH:9][CH:8]=1)=[N+:2]=[N-:3].[C:38](OC(=O)C)(=[O:40])[CH3:39], predict the reaction product. (4) The product is: [CH3:13][C:9]([NH:8][C:6](=[O:7])[O:5][C:1]([CH3:2])([CH3:3])[CH3:4])([CH3:14])[C:10](=[O:12])[NH:30][CH2:29][C:28]([F:32])([F:31])[F:27]. Given the reactants [C:1]([O:5][C:6]([NH:8][C:9]([CH3:14])([CH3:13])[C:10]([OH:12])=O)=[O:7])([CH3:4])([CH3:3])[CH3:2].CCN=C=NCCCN(C)C.Cl.[F:27][C:28]([F:32])([F:31])[CH2:29][NH2:30], predict the reaction product. (5) Given the reactants O[CH2:2][CH2:3][C:4]1[C:12]2[C:7](=[CH:8][CH:9]=[C:10]([CH2:13][N:14]3[CH:18]=[N:17][CH:16]=[N:15]3)[CH:11]=2)[NH:6][C:5]=1C(O)=O.C(=O)=O.C(O)(=O)CCC(O)=O.[N:33]1[C:42]2C(=CC=CC=2)C=C[CH:34]=1, predict the reaction product. The product is: [CH3:34][N:33]([CH2:2][CH2:3][C:4]1[C:12]2[CH:11]=[C:10]([CH2:13][N:14]3[N:15]=[CH:16][N:17]=[CH:18]3)[CH:9]=[CH:8][C:7]=2[NH:6][CH:5]=1)[CH3:42]. (6) The product is: [F:1][C:2]1[CH:7]=[CH:6][C:5]2[N:8]=[C:9]([C@@H:10]([NH:12][C:13]3[N:21]=[CH:20][N:19]=[C:18]4[C:14]=3[N:15]=[CH:16][NH:17]4)[CH3:11])[N:23]([C:24]3[CH:29]=[CH:28][N:27]=[CH:26][N:25]=3)[C:4]=2[CH:3]=1. Given the reactants [F:1][C:2]1[CH:7]=[CH:6][C:5]([NH:8][C:9](=S)[C@@H:10]([NH:12][C:13]2[N:21]=[CH:20][N:19]=[C:18]3[C:14]=2[N:15]=[CH:16][NH:17]3)[CH3:11])=[C:4]([NH:23][C:24]2[CH:29]=[CH:28][N:27]=[CH:26][N:25]=2)[CH:3]=1, predict the reaction product. (7) Given the reactants [OH:1][CH2:2][C:3]1[CH:21]=[C:6]2[C:7](=[O:20])[N:8]([CH2:11][C:12]3[CH:17]=[CH:16][C:15]([O:18][CH3:19])=[CH:14][CH:13]=3)[CH2:9][CH2:10][N:5]2[N:4]=1.Cl[C:23]1[CH:28]=[CH:27][CH:26]=[CH:25][N:24]=1.FC1C=CC(N2CCN3N=C(COC4C=CC=CN=4)C=C3C2=O)=CC=1, predict the reaction product. The product is: [CH3:19][O:18][C:15]1[CH:16]=[CH:17][C:12]([CH2:11][N:8]2[CH2:9][CH2:10][N:5]3[N:4]=[C:3]([CH2:2][O:1][C:23]4[CH:28]=[CH:27][CH:26]=[CH:25][N:24]=4)[CH:21]=[C:6]3[C:7]2=[O:20])=[CH:13][CH:14]=1. (8) Given the reactants ClC1C=C(Cl)C=C(Cl)C=1O.[OH:11][C:12]1[C:20](C(O)=O)=[C:19]2[N:15]([C@H:16]([C:24]([OH:26])=[O:25])[CH2:17][CH2:18]2)[C:14](=[O:27])[CH:13]=1, predict the reaction product. The product is: [OH:11][C:12]1[CH:20]=[C:19]2[N:15]([CH:16]([C:24]([OH:26])=[O:25])[CH2:17][CH2:18]2)[C:14](=[O:27])[CH:13]=1. (9) Given the reactants [CH3:1][C:2]1[S:13][C:5]2[NH:6][CH:7]=[C:8]([C:11]#[N:12])[C:9](=O)[C:4]=2[CH:3]=1.P(Cl)(Cl)([Cl:16])=O, predict the reaction product. The product is: [Cl:16][C:9]1[C:8]([C:11]#[N:12])=[CH:7][N:6]=[C:5]2[S:13][C:2]([CH3:1])=[CH:3][C:4]=12.